Dataset: Forward reaction prediction with 1.9M reactions from USPTO patents (1976-2016). Task: Predict the product of the given reaction. (1) The product is: [CH2:27]1[CH:28]2[CH2:32][CH2:31][CH2:30][CH:29]2[CH2:25][N:26]1[NH:33][C:34]([C:36]1[CH:41]=[N:40][C:39]([C:42]2[CH:47]=[CH:46][CH:45]=[CH:44][CH:43]=2)=[N:38][CH:37]=1)=[O:35]. Given the reactants C1C2CCCC2CN1N.COC(=O)CCC1C(=O)N(N)C(=O)NC=1.[CH2:25]1[CH:29]2[CH2:30][CH2:31][CH2:32][CH:28]2[CH2:27][N:26]1[NH:33][C:34]([C:36]1[CH:37]=[N:38][C:39]([C:42]2[CH:47]=[CH:46][CH:45]=[C:44](F)[CH:43]=2)=[N:40][CH:41]=1)=[O:35], predict the reaction product. (2) Given the reactants [C:1]([C:5]1[CH:24]=[CH:23][C:8]2[NH:9][C:10]([CH2:12][CH:13]3[CH2:16][CH:15]([C:17]([N:19]([O:21][CH3:22])[CH3:20])=[O:18])[CH2:14]3)=[N:11][C:7]=2[CH:6]=1)([CH3:4])([CH3:3])[CH3:2].C(=O)([O-])[O-].[K+].[K+].[CH3:31][Si:32]([CH3:39])([CH3:38])[CH2:33][CH2:34][O:35][CH2:36]Cl, predict the reaction product. The product is: [C:1]([C:5]1[CH:24]=[CH:23][C:8]2[N:9]([CH2:36][O:35][CH2:34][CH2:33][Si:32]([CH3:39])([CH3:38])[CH3:31])[C:10]([CH2:12][CH:13]3[CH2:16][CH:15]([C:17]([N:19]([O:21][CH3:22])[CH3:20])=[O:18])[CH2:14]3)=[N:11][C:7]=2[CH:6]=1)([CH3:4])([CH3:2])[CH3:3]. (3) Given the reactants [Cl:1][C:2]1[CH:3]=[C:4]2[C:9](=[CH:10][CH:11]=1)[CH:8]=[C:7]([S:12]([NH:15][C@H:16]1[CH2:20][CH2:19][N:18]([C@@H:21]([CH3:25])[C:22]([OH:24])=O)[C:17]1=[O:26])(=[O:14])=[O:13])[CH:6]=[CH:5]2.[CH:27]12[CH2:35][CH:31]([CH2:32][NH:33][CH2:34]1)[CH2:30][N:29]([C:36]([O:38][C:39]([CH3:42])([CH3:41])[CH3:40])=[O:37])[CH2:28]2, predict the reaction product. The product is: [Cl:1][C:2]1[CH:3]=[C:4]2[C:9](=[CH:10][CH:11]=1)[CH:8]=[C:7]([S:12]([NH:15][C@H:16]1[CH2:20][CH2:19][N:18]([C@@H:21]([CH3:25])[C:22]([N:33]3[CH2:34][C@H:27]4[CH2:35][C@H:31]([CH2:30][N:29]([C:36]([O:38][C:39]([CH3:42])([CH3:41])[CH3:40])=[O:37])[CH2:28]4)[CH2:32]3)=[O:24])[C:17]1=[O:26])(=[O:14])=[O:13])[CH:6]=[CH:5]2. (4) Given the reactants C([Li])CCC.[NH:6]1[CH2:11][CH2:10][CH2:9][CH2:8][C:7]1=[O:12].Cl[C:14]([O:16][CH2:17][C:18]1[CH:23]=[CH:22][CH:21]=[CH:20][CH:19]=1)=[O:15].O, predict the reaction product. The product is: [O:12]=[C:7]1[CH2:8][CH2:9][CH2:10][CH2:11][N:6]1[C:14]([O:16][CH2:17][C:18]1[CH:23]=[CH:22][CH:21]=[CH:20][CH:19]=1)=[O:15].